Dataset: Full USPTO retrosynthesis dataset with 1.9M reactions from patents (1976-2016). Task: Predict the reactants needed to synthesize the given product. (1) Given the product [CH3:9][O:8][C:6]1[CH:7]=[C:2]([C:21]#[C:20][C@@H:22]2[N:27]([C:28]([O:30][C:31]([CH3:34])([CH3:32])[CH3:33])=[O:29])[CH2:26][C@@H:25]([C:35]([O:37][CH3:38])=[O:36])[CH2:24][CH2:23]2)[C:3]([C:10]([O:12][CH3:13])=[O:11])=[CH:4][N:5]=1, predict the reactants needed to synthesize it. The reactants are: Cl[C:2]1[CH:7]=[C:6]([O:8][CH3:9])[N:5]=[CH:4][C:3]=1[C:10]([O:12][CH3:13])=[O:11].C(=O)([O-])[O-].[Cs+].[Cs+].[C:20]([C@@H:22]1[N:27]([C:28]([O:30][C:31]([CH3:34])([CH3:33])[CH3:32])=[O:29])[CH2:26][C@@H:25]([C:35]([O:37][CH3:38])=[O:36])[CH2:24][CH2:23]1)#[CH:21]. (2) Given the product [CH2:26]([O:25][C:23](=[O:24])[CH2:22][C:19]1([CH2:18][CH2:17][CH:13]([CH2:14][OH:15])[CH2:12][C:11]2[CH:10]=[CH:9][C:8]([C:6]([O:5][C:1]([CH3:2])([CH3:4])[CH3:3])=[O:7])=[CH:29][CH:28]=2)[CH2:21][CH2:20]1)[CH3:27], predict the reactants needed to synthesize it. The reactants are: [C:1]([O:5][C:6]([C:8]1[CH:29]=[CH:28][C:11]([CH2:12][CH:13]([CH2:17][CH2:18][C:19]2([CH2:22][C:23]([O:25][CH2:26][CH3:27])=[O:24])[CH2:21][CH2:20]2)[C:14](O)=[O:15])=[CH:10][CH:9]=1)=[O:7])([CH3:4])([CH3:3])[CH3:2].[Cl-].[NH4+]. (3) Given the product [CH2:1]=[CH:2][CH2:3][CH2:4][CH2:5][CH2:6][CH2:7][CH2:8][CH2:9][CH3:10].[CH3:1][CH2:2][CH:3]=[CH:4][CH2:5][CH2:6][CH2:7][CH2:8][CH2:9][CH2:10][CH2:11][CH3:12].[CH3:21][O:20][C:1](=[O:19])[CH2:2][CH2:3][CH2:4][CH2:5][CH2:6][CH2:7][CH2:8][CH:9]=[CH2:10].[CH3:21][O:20][C:1](=[O:19])[CH2:2][CH2:3][CH2:4][CH2:5][CH2:6][CH2:7][CH2:8][CH:9]=[CH:10][CH2:11][CH3:12], predict the reactants needed to synthesize it. The reactants are: [C:1]([O:20][CH3:21])(=[O:19])[CH2:2][CH2:3][CH2:4][CH2:5][CH2:6][CH2:7][CH2:8]/[CH:9]=[CH:10]\[CH2:11][CH2:12]CCCCCC.C=CCC.C(O)(C)C. (4) Given the product [C:33]1([C:32]([O:31][CH3:30])=[O:36])[CH:9]=[CH:4][N:3]2[C:34]=1[CH2:5][CH2:6][CH2:7][CH2:8]2, predict the reactants needed to synthesize it. The reactants are: C([N:3]1[CH2:8][CH2:7][CH2:6][CH2:5][CH:4]1[C:9](O)=O)=O.S(Cl)(C1C=CC(C)=CC=1)(=O)=O.C(N(CC)CC)C.[CH3:30][O:31][C:32](=[O:36])[C:33](Cl)=[CH2:34]. (5) The reactants are: [Si:1](Cl)([C:4]([CH3:7])([CH3:6])[CH3:5])([CH3:3])[CH3:2].[CH2:9]([NH:16][CH2:17][CH2:18][OH:19])[C:10]1[CH:15]=[CH:14][CH:13]=[CH:12][CH:11]=1.C(N(C(C)C)CC)(C)C.C(OCC)C. Given the product [CH2:9]([NH:16][CH2:17][CH2:18][O:19][Si:1]([C:4]([CH3:7])([CH3:6])[CH3:5])([CH3:3])[CH3:2])[C:10]1[CH:15]=[CH:14][CH:13]=[CH:12][CH:11]=1, predict the reactants needed to synthesize it.